Dataset: Reaction yield outcomes from USPTO patents with 853,638 reactions. Task: Predict the reaction yield, written as a fraction of the theoretical maximum amount of product (1.0 means a 100% yield; for example, 0.34 means a 34% yield). (1) The reactants are [CH3:1][O:2][C:3]([C:5]1[N:6]=[CH:7][C:8]([N:11]2[CH2:16][CH2:15][NH:14][CH2:13][CH2:12]2)=[N:9][CH:10]=1)=[O:4].[Cl:17][C:18]1[N:19]=[N:20][C:21](Cl)=[C:22]([CH3:25])[C:23]=1[CH3:24].O. The catalyst is CN1C(=O)CCC1. The product is [CH3:1][O:2][C:3]([C:5]1[N:6]=[CH:7][C:8]([N:11]2[CH2:12][CH2:13][N:14]([C:21]3[N:20]=[N:19][C:18]([Cl:17])=[C:23]([CH3:24])[C:22]=3[CH3:25])[CH2:15][CH2:16]2)=[N:9][CH:10]=1)=[O:4]. The yield is 0.430. (2) The reactants are [O:1]1[CH2:3][CH:2]1[C:4]1[CH:11]=[CH:10][C:9]([O:12][C:13]2[CH:18]=[CH:17][C:16]([C:19]([O:28][CH2:29][O:30][CH3:31])([C:24]([F:27])([F:26])[F:25])[C:20]([F:23])([F:22])[F:21])=[CH:15][C:14]=2[CH2:32][CH2:33][CH3:34])=[CH:8][C:5]=1[C:6]#[N:7].B(F)(F)F.CCOCC.C([BH3-])#N.[Na+].O. The catalyst is O1CCCC1. The product is [OH:1][CH2:3][CH2:2][C:4]1[CH:11]=[CH:10][C:9]([O:12][C:13]2[CH:18]=[CH:17][C:16]([C:19]([O:28][CH2:29][O:30][CH3:31])([C:24]([F:25])([F:26])[F:27])[C:20]([F:23])([F:22])[F:21])=[CH:15][C:14]=2[CH2:32][CH2:33][CH3:34])=[CH:8][C:5]=1[C:6]#[N:7]. The yield is 0.440. (3) The reactants are [CH3:1][C:2]([CH3:12])=[CH:3][C:4]1[CH:5]=[C:6]([CH:9]=[CH:10][CH:11]=1)[CH2:7][NH2:8]. The catalyst is C(O)C.[C].[Pd]. The product is [CH2:3]([C:4]1[CH:5]=[C:6]([CH:9]=[CH:10][CH:11]=1)[CH2:7][NH2:8])[CH:2]([CH3:12])[CH3:1]. The yield is 0.566. (4) The reactants are C(OC(=O)[NH:10][C:11]1[CH:16]=[CH:15][C:14]([C:17]([CH3:20])([CH3:19])[CH3:18])=[C:13]([NH:21][CH:22]=[O:23])[CH:12]=1)C1C=CC=CC=1.CO. The catalyst is [Pd].C(Cl)Cl. The product is [NH2:10][C:11]1[CH:16]=[CH:15][C:14]([C:17]([CH3:20])([CH3:19])[CH3:18])=[C:13]([NH:21][CH:22]=[O:23])[CH:12]=1. The yield is 0.960.